This data is from Peptide-MHC class I binding affinity with 185,985 pairs from IEDB/IMGT. The task is: Regression. Given a peptide amino acid sequence and an MHC pseudo amino acid sequence, predict their binding affinity value. This is MHC class I binding data. (1) The peptide sequence is WFREDRSPV. The MHC is HLA-B08:01 with pseudo-sequence HLA-B08:01. The binding affinity (normalized) is 0.703. (2) The peptide sequence is FLLPILSQIYT. The MHC is HLA-B37:01 with pseudo-sequence HLA-B37:01. The binding affinity (normalized) is 0.0847. (3) The peptide sequence is YFFVKWIGK. The MHC is HLA-A30:01 with pseudo-sequence HLA-A30:01. The binding affinity (normalized) is 0.876.